Dataset: Reaction yield outcomes from USPTO patents with 853,638 reactions. Task: Predict the reaction yield, written as a fraction of the theoretical maximum amount of product (1.0 means a 100% yield; for example, 0.34 means a 34% yield). (1) The reactants are Cl[CH2:2][C:3]1[CH:4]=[CH:5][C:6]2[O:11][C:10]([F:13])([F:12])[O:9]C(F)(F)[C:7]=2[CH:16]=1.[C-:17]#[N:18].[Na+]. The catalyst is CS(C)=O. The product is [F:13][C:10]1([F:12])[O:11][C:6]2[CH:5]=[CH:4][C:3]([CH2:2][C:17]#[N:18])=[CH:16][C:7]=2[O:9]1. The yield is 0.680. (2) The reactants are [NH2:1][C:2]1[CH:11]=[C:10]([C:12]2[C:21]3[C:16](=[CH:17][C:18]([O:27][CH2:28][CH3:29])=[C:19]4[O:24][C:23]([CH3:26])([CH3:25])[CH2:22][C:20]4=3)[CH2:15][C:14]([CH3:31])([CH3:30])[N:13]=2)[CH:9]=[CH:8][C:3]=1[C:4]([O:6][CH3:7])=[O:5].[CH:32]1[CH:36]=[C:35]([CH2:37][C:38](Cl)=[O:39])[S:34][CH:33]=1. The catalyst is CN(C)C(=O)C. The product is [CH2:28]([O:27][C:18]1[CH:17]=[C:16]2[C:21](=[C:20]3[CH2:22][C:23]([CH3:26])([CH3:25])[O:24][C:19]=13)[C:12]([C:10]1[CH:9]=[CH:8][C:3]([C:4]([O:6][CH3:7])=[O:5])=[C:2]([NH:1][C:38](=[O:39])[CH2:37][C:35]3[S:34][CH:33]=[CH:32][CH:36]=3)[CH:11]=1)=[N:13][C:14]([CH3:30])([CH3:31])[CH2:15]2)[CH3:29]. The yield is 0.930. (3) The reactants are O1C=CC=C1/C=[CH:7]/[C:8]([N:10]=[N+]=[N-])=[O:9].II.[C:15]([O:18][CH2:19][CH3:20])(=O)[CH3:16].[C:21]1(C)C=CC=CC=1. The catalyst is ClC1C=CC=CC=1Cl. The product is [O:18]1[C:15]2[CH:16]=[CH:21][NH:10][C:8](=[O:9])[C:7]=2[CH:20]=[CH:19]1. The yield is 0.600. (4) The reactants are [CH2:1]([C:4]1[CH:9]=[CH:8][N+:7]([O-])=[CH:6][C:5]=1C1C=CC=CC=1)[CH2:2][CH3:3].ClCCl.CN(C)C(Cl)=O.[C:26](=O)([O-:28])[O-:27].[K+].[K+]. The catalyst is Cl. The product is [CH2:1]([C:4]1[CH:5]=[CH:6][N:7]=[C:8]([C:26]([OH:28])=[O:27])[CH:9]=1)[CH2:2][CH3:3]. The yield is 0.860. (5) The reactants are [F:1][C:2]1[CH:7]=[CH:6][CH:5]=[CH:4][C:3]=1[C:8]1[N:12]([S:13]([C:16]2[CH:17]=[N:18][CH:19]=[CH:20][CH:21]=2)(=[O:15])=[O:14])[CH:11]=[C:10]([CH:22]=[O:23])[CH:9]=1.[Br:24]N1C(=O)CCC1=O.C(=O)([O-])O.[Na+]. The catalyst is CN(C)C=O. The product is [Br:24][C:11]1[N:12]([S:13]([C:16]2[CH:17]=[N:18][CH:19]=[CH:20][CH:21]=2)(=[O:15])=[O:14])[C:8]([C:3]2[CH:4]=[CH:5][CH:6]=[CH:7][C:2]=2[F:1])=[CH:9][C:10]=1[CH:22]=[O:23]. The yield is 0.660. (6) The reactants are [CH3:1][N:2]([CH3:19])[CH:3]1[CH2:8][CH2:7][C:6]([C:9]2[C:17]3[C:12](=[CH:13][CH:14]=[C:15]([NH2:18])[CH:16]=3)[NH:11][CH:10]=2)=[CH:5][CH2:4]1.I.CS[C:23]([C:25]1[S:26][CH:27]=[CH:28][CH:29]=1)=[NH:24]. The catalyst is C(O)C. The product is [CH3:1][N:2]([CH3:19])[CH:3]1[CH2:8][CH2:7][C:6]([C:9]2[C:17]3[C:12](=[CH:13][CH:14]=[C:15]([NH:18][C:23]([C:25]4[S:26][CH:27]=[CH:28][CH:29]=4)=[NH:24])[CH:16]=3)[NH:11][CH:10]=2)=[CH:5][CH2:4]1. The yield is 0.900. (7) The reactants are [C:1]([O:5][C:6]([CH:8]([CH2:18][CH2:19][O:20][CH3:21])[CH2:9][C:10]1([C:15]([OH:17])=[O:16])[CH2:14][CH2:13][CH2:12][CH2:11]1)=[O:7])([CH3:4])([CH3:3])[CH3:2].[CH3:22][C@H:23]([NH:32][CH3:33])[C@@H:24]([OH:31])[C:25]1[CH:30]=[CH:29][CH:28]=[CH:27][CH:26]=1. The catalyst is CCCCCCC. The product is [C:1]([O:5][C:6]([C@H:8]([CH2:18][CH2:19][O:20][CH3:21])[CH2:9][C:10]1([C:15]([O-:17])=[O:16])[CH2:14][CH2:13][CH2:12][CH2:11]1)=[O:7])([CH3:3])([CH3:2])[CH3:4].[OH:31][C@@H:24]([C:25]1[CH:30]=[CH:29][CH:28]=[CH:27][CH:26]=1)[C@@H:23]([NH2+:32][CH3:33])[CH3:22]. The yield is 0.530.